Dataset: Full USPTO retrosynthesis dataset with 1.9M reactions from patents (1976-2016). Task: Predict the reactants needed to synthesize the given product. (1) Given the product [C:20]([C:23]1[CH:24]=[C:25]([NH:29][C:30]([NH:16][NH:15][C:13]([C:9]2[CH:10]=[CH:11][CH:12]=[C:7]([O:6][C:5]3[CH:17]=[CH:18][CH:19]=[C:3]([O:2][CH3:1])[CH:4]=3)[CH:8]=2)=[O:14])=[S:31])[CH:26]=[CH:27][CH:28]=1)(=[O:22])[CH3:21], predict the reactants needed to synthesize it. The reactants are: [CH3:1][O:2][C:3]1[CH:4]=[C:5]([CH:17]=[CH:18][CH:19]=1)[O:6][C:7]1[CH:12]=[CH:11][CH:10]=[C:9]([C:13]([NH:15][NH2:16])=[O:14])[CH:8]=1.[C:20]([C:23]1[CH:24]=[C:25]([N:29]=[C:30]=[S:31])[CH:26]=[CH:27][CH:28]=1)(=[O:22])[CH3:21]. (2) Given the product [NH2:42][C:30]1[CH:31]=[C:32]([N:35]2[C:39](=[O:40])[N:38]([CH3:41])[N:37]=[N:36]2)[CH:33]=[CH:34][C:29]=1[F:28], predict the reactants needed to synthesize it. The reactants are: CC1C=C2N=C3C(=NC(NC3=O)=O)N(C[C@H](O)[C@H](O)[C@H](O)CO)C2=CC=1C.[F:28][C:29]1[CH:34]=[CH:33][C:32]([N:35]2[C:39](=[O:40])[N:38]([CH3:41])[N:37]=[N:36]2)=[CH:31][C:30]=1[N+:42]([O-])=O.CCO. (3) Given the product [F:13][C:3]1[CH:4]=[C:5]([S:9]([CH3:12])(=[O:11])=[O:10])[C:6]([F:8])=[CH:7][C:2]=1[C:33]1[CH:34]=[CH:35][CH:36]=[C:31]([CH:30]2[N:26]([C:20]3[CH:21]=[CH:22][C:23]([F:25])=[CH:24][C:19]=3[F:18])[N:27]=[C:28]([C:46]([F:52])([F:51])[C:47]([F:48])([F:50])[F:49])[CH2:29]2)[CH:32]=1, predict the reactants needed to synthesize it. The reactants are: Br[C:2]1[CH:7]=[C:6]([F:8])[C:5]([S:9]([CH3:12])(=[O:11])=[O:10])=[CH:4][C:3]=1[F:13].CCCC.[F:18][C:19]1[CH:24]=[C:23]([F:25])[CH:22]=[CH:21][C:20]=1[N:26]1[CH:30]([C:31]2[CH:36]=[CH:35][CH:34]=[C:33](B3OC(C)(C)C(C)(C)O3)[CH:32]=2)[CH2:29][C:28]([C:46]([F:52])([F:51])[C:47]([F:50])([F:49])[F:48])=[N:27]1.C(=O)([O-])[O-].[Na+].[Na+].